Task: Predict the reaction yield, written as a fraction of the theoretical maximum amount of product (1.0 means a 100% yield; for example, 0.34 means a 34% yield).. Dataset: Reaction yield outcomes from USPTO patents with 853,638 reactions (1) The reactants are C([N:5]1[CH:9]([CH2:10][NH:11][C:12](=[O:14])[CH3:13])[C:8]2[CH:15]=[C:16]([C:19]3[C:27]4[C:22](=[CH:23][C:24]([F:28])=[CH:25][CH:26]=4)[NH:21][CH:20]=3)[CH:17]=[CH:18][C:7]=2[S:6]1(=[O:30])=[O:29])(C)(C)C.CO. The catalyst is Cl. The product is [F:28][C:24]1[CH:23]=[C:22]2[C:27]([C:19]([C:16]3[CH:17]=[CH:18][C:7]4[S:6](=[O:30])(=[O:29])[NH:5][CH:9]([CH2:10][NH:11][C:12](=[O:14])[CH3:13])[C:8]=4[CH:15]=3)=[CH:20][NH:21]2)=[CH:26][CH:25]=1. The yield is 0.440. (2) The reactants are [CH2:1]([O:3][C:4]1[C:12]2[O:11][CH:10]([CH3:13])[CH2:9][C:8]=2[C:7]([CH3:14])=[C:6]([N:15]2[CH2:20][CH2:19][NH:18][CH2:17][CH2:16]2)[C:5]=1[CH3:21])[CH3:2].Br[C:23]1[CH:28]=[CH:27][C:26]([O:29][CH2:30][CH3:31])=[CH:25][CH:24]=1. No catalyst specified. The product is [CH2:30]([O:29][C:26]1[CH:27]=[CH:28][C:23]([N:18]2[CH2:19][CH2:20][N:15]([C:6]3[C:5]([CH3:21])=[C:4]([O:3][CH2:1][CH3:2])[C:12]4[O:11][CH:10]([CH3:13])[CH2:9][C:8]=4[C:7]=3[CH3:14])[CH2:16][CH2:17]2)=[CH:24][CH:25]=1)[CH3:31]. The yield is 0.650. (3) The reactants are [CH2:1]([O:3][C:4](=[O:31])[CH2:5][N:6]([C:21]([O:23][CH2:24][C:25]1[CH:30]=[CH:29][CH:28]=[CH:27][CH:26]=1)=[O:22])[CH2:7]/[CH:8]=[N:9]/[N:10]1[C:18](=[O:19])[C:17]2[C:12](=[CH:13][CH:14]=[CH:15][CH:16]=2)[C:11]1=[O:20])[CH3:2].C([BH3-])#N.[Na+].C(O)(=O)C. The catalyst is CC#N.CCOC(C)=O. The yield is 0.810. The product is [CH2:1]([O:3][C:4](=[O:31])[CH2:5][N:6]([C:21]([O:23][CH2:24][C:25]1[CH:26]=[CH:27][CH:28]=[CH:29][CH:30]=1)=[O:22])[CH2:7][CH2:8][NH:9][N:10]1[C:18](=[O:19])[C:17]2[C:12](=[CH:13][CH:14]=[CH:15][CH:16]=2)[C:11]1=[O:20])[CH3:2]. (4) The reactants are [H-].[H-].[H-].[H-].[Li+].[Al+3].[Cl:7][C:8]1[CH:9]=[CH:10][C:11]([OH:17])=[C:12]([CH:16]=1)[C:13]([NH2:15])=O.C(O)C. The catalyst is O1CCCC1. The product is [Cl:7][C:8]1[CH:9]=[CH:10][C:11]([OH:17])=[C:12]([CH:16]=1)[CH2:13][NH2:15]. The yield is 0.880. (5) The product is [F:11][C:10]([F:13])([F:12])[CH:1]([OH:7])[CH2:2][CH2:3][CH2:4][CH:5]=[CH2:6]. The reactants are [CH:1](=[O:7])[CH2:2][CH2:3][CH2:4][CH:5]=[CH2:6].C[Si](C)(C)[C:10]([F:13])([F:12])[F:11]. The yield is 0.310. The catalyst is C1COCC1.F.C([N+](CCCC)(CCCC)CCCC)CCC. (6) The reactants are Br[C:2]1[CH:3]=[N:4][CH:5]=[C:6]([Br:8])[CH:7]=1.[CH3:9][CH:10]([OH:14])[CH2:11][CH:12]=[CH2:13].C1(C)C=CC=CC=1P(C1C=CC=CC=1C)C1C=CC=CC=1C.C(N(CC)CC)C. The catalyst is O.C([O-])(=O)C.[Pd+2].C([O-])(=O)C.C(#N)C. The product is [Br:8][C:6]1[CH:7]=[C:2](/[CH:13]=[CH:12]/[CH2:11][CH:10]([OH:14])[CH3:9])[CH:3]=[N:4][CH:5]=1. The yield is 0.340. (7) The reactants are [NH2:1][C:2]1[C:7]2=[C:8]([C:18]3[CH:23]=[CH:22][C:21]([NH:24][C:25]([NH:27][C:28]4[CH:33]=[CH:32][CH:31]=[C:30]([C:34]([F:37])([F:36])[F:35])[N:29]=4)=[O:26])=[CH:20][CH:19]=3)[CH:9]=[C:10]([C:11]([O:13]CCCC)=[O:12])[N:6]2[N:5]=[CH:4][N:3]=1.[OH-].[Na+].Cl. The product is [NH2:1][C:2]1[C:7]2=[C:8]([C:18]3[CH:23]=[CH:22][C:21]([NH:24][C:25]([NH:27][C:28]4[CH:33]=[CH:32][CH:31]=[C:30]([C:34]([F:37])([F:36])[F:35])[N:29]=4)=[O:26])=[CH:20][CH:19]=3)[CH:9]=[C:10]([C:11]([OH:13])=[O:12])[N:6]2[N:5]=[CH:4][N:3]=1. The yield is 0.740. The catalyst is C1COCC1.CO. (8) The yield is 0.600. The catalyst is O1CCCC1.Cl.O. The reactants are [Cl:1][C:2]1[CH:3]=[C:4]([CH:7]=[C:8]([Cl:10])[CH:9]=1)[CH:5]=[O:6].[F:11][C:12]([Si](C)(C)C)([F:14])[F:13].[F-].C([N+](CCCC)(CCCC)CCCC)CCC. The product is [Cl:1][C:2]1[CH:3]=[C:4]([CH:5]([OH:6])[C:12]([F:14])([F:13])[F:11])[CH:7]=[C:8]([Cl:10])[CH:9]=1. (9) The reactants are [F:1][C:2]1[CH:6]=[N:5][N:4]([CH3:7])[C:3]=1[C:8]1[CH:9]=[C:10]([NH2:16])[CH:11]=[CH:12][C:13]=1[O:14][CH3:15].[Br:17][C:18]1[CH:23]=[CH:22][C:21]([N:24]=[C:25]=[O:26])=[CH:20][CH:19]=1. No catalyst specified. The product is [Br:17][C:18]1[CH:23]=[CH:22][C:21]([NH:24][C:25]([NH:16][C:10]2[CH:11]=[CH:12][C:13]([O:14][CH3:15])=[C:8]([C:3]3[N:4]([CH3:7])[N:5]=[CH:6][C:2]=3[F:1])[CH:9]=2)=[O:26])=[CH:20][CH:19]=1. The yield is 0.600. (10) The reactants are [F:1][C:2]1([F:25])[C:6]2[N:7]=[CH:8][N:9]=[C:10]([N:11]3[CH2:16][CH2:15][N:14](C(OC(C)(C)C)=O)[CH2:13][CH2:12]3)[C:5]=2[C@H:4]([CH3:24])[CH2:3]1.[ClH:26].O1CCOCC1. The catalyst is O1CCOCC1. The product is [ClH:26].[ClH:26].[F:25][C:2]1([F:1])[C:6]2[N:7]=[CH:8][N:9]=[C:10]([N:11]3[CH2:16][CH2:15][NH:14][CH2:13][CH2:12]3)[C:5]=2[C@H:4]([CH3:24])[CH2:3]1. The yield is 0.930.